From a dataset of Full USPTO retrosynthesis dataset with 1.9M reactions from patents (1976-2016). Predict the reactants needed to synthesize the given product. (1) Given the product [C:29]1([N:28]2[C:10]([C:11]3[C:16](=[O:17])[CH:15]=[CH:14][N:13]([C:18]4[CH:23]=[CH:22][CH:21]=[C:20]([C:24]([F:27])([F:26])[F:25])[CH:19]=4)[N:12]=3)=[N:1][N:2]=[N:3]2)[CH:34]=[CH:33][CH:32]=[CH:31][CH:30]=1, predict the reactants needed to synthesize it. The reactants are: [N:1]1([C:10](=[N:28][C:29]2[CH:34]=[CH:33][CH:32]=[CH:31][CH:30]=2)[C:11]2[C:16](=[O:17])[CH:15]=[CH:14][N:13]([C:18]3[CH:23]=[CH:22][CH:21]=[C:20]([C:24]([F:27])([F:26])[F:25])[CH:19]=3)[N:12]=2)C2C=CC=CC=2[N:3]=[N:2]1.[N-]=[N+]=[N-].[Na+].FC(F)(F)C(O)=O. (2) Given the product [Br:20][CH2:21][CH2:22][N:10]1[C:11]2[CH:17]=[CH:16][CH:15]=[CH:14][C:12]=2[CH2:13][N:8]([C:3]2[CH:4]=[CH:5][CH:6]=[CH:7][C:2]=2[F:1])[S:9]1(=[O:19])=[O:18], predict the reactants needed to synthesize it. The reactants are: [F:1][C:2]1[CH:7]=[CH:6][CH:5]=[CH:4][C:3]=1[N:8]1[CH2:13][C:12]2[CH:14]=[CH:15][CH:16]=[CH:17][C:11]=2[NH:10][S:9]1(=[O:19])=[O:18].[Br:20][CH:21](CC)[CH2:22]O.